From a dataset of Catalyst prediction with 721,799 reactions and 888 catalyst types from USPTO. Predict which catalyst facilitates the given reaction. (1) Reactant: [F:1][C:2]1[CH:10]=[C:9]([N+:11]([O-:13])=[O:12])[CH:8]=[CH:7][C:3]=1[C:4](O)=[O:5].C[N:15](C=O)C.C(Cl)(=O)C(Cl)=O. The catalyst class is: 2. Product: [F:1][C:2]1[CH:10]=[C:9]([N+:11]([O-:13])=[O:12])[CH:8]=[CH:7][C:3]=1[C:4]([NH2:15])=[O:5]. (2) Reactant: [CH3:1][O:2][C:3](=[O:21])[C:4]1[CH:9]=[CH:8][CH:7]=[C:6]([CH2:10][NH:11][CH2:12][C:13]2[CH:18]=[CH:17][C:16]([Cl:19])=[CH:15][C:14]=2[Cl:20])[CH:5]=1.[C:22](O[C:22]([O:23][C:24]([CH3:27])([CH3:26])[CH3:25])=[O:28])(=[O:28])[O:23][C:24]([CH3:27])([CH3:26])[CH3:25]. Product: [CH3:1][O:2][C:3](=[O:21])[C:4]1[CH:9]=[CH:8][CH:7]=[C:6]([CH2:10][N:11]([C:22]([O:23][C:24]([CH3:27])([CH3:26])[CH3:25])=[O:28])[CH2:12][C:13]2[CH:18]=[CH:17][C:16]([Cl:19])=[CH:15][C:14]=2[Cl:20])[CH:5]=1. The catalyst class is: 12. (3) Reactant: [Cl:1][C:2]1[CH:3]=[C:4]2[C:10]([C:11]3[N:16]=[C:15](S(C)=O)[C:14]([F:20])=[CH:13][N:12]=3)=[CH:9][N:8]([S:21]([C:24]3[CH:29]=[CH:28][C:27]([CH3:30])=[CH:26][CH:25]=3)(=[O:23])=[O:22])[C:5]2=[N:6][CH:7]=1.[C@H:31]1([NH2:38])[CH2:36][CH2:35][CH2:34][CH2:33][C@@H:32]1[NH2:37].CCN(C(C)C)C(C)C. Product: [Cl:1][C:2]1[CH:3]=[C:4]2[C:10]([C:11]3[N:16]=[C:15]([CH:36]4[CH2:35][CH2:34][CH2:33][C@H:32]([NH2:37])[C@H:31]4[NH2:38])[C:14]([F:20])=[CH:13][N:12]=3)=[CH:9][N:8]([S:21]([C:24]3[CH:29]=[CH:28][C:27]([CH3:30])=[CH:26][CH:25]=3)(=[O:23])=[O:22])[C:5]2=[N:6][CH:7]=1. The catalyst class is: 1.